This data is from Peptide-MHC class II binding affinity with 134,281 pairs from IEDB. The task is: Regression. Given a peptide amino acid sequence and an MHC pseudo amino acid sequence, predict their binding affinity value. This is MHC class II binding data. (1) The peptide sequence is DANNYEQQEQASQQI. The MHC is HLA-DPA10103-DPB10201 with pseudo-sequence HLA-DPA10103-DPB10201. The binding affinity (normalized) is 0. (2) The peptide sequence is KEKVYLSWVPAHKGIGGNE. The MHC is HLA-DPA10201-DPB10101 with pseudo-sequence HLA-DPA10201-DPB10101. The binding affinity (normalized) is 0.411. (3) The peptide sequence is FDLRAQGINLIIHYV. The MHC is HLA-DQA10102-DQB10602 with pseudo-sequence HLA-DQA10102-DQB10602. The binding affinity (normalized) is 0.400. (4) The peptide sequence is SELYLYKVVKIEPLGVAP. The MHC is HLA-DPA10201-DPB10101 with pseudo-sequence HLA-DPA10201-DPB10101. The binding affinity (normalized) is 0.553. (5) The peptide sequence is TFGAASNKAFAEGLS. The MHC is DRB1_0701 with pseudo-sequence DRB1_0701. The binding affinity (normalized) is 0.381. (6) The MHC is DRB4_0101 with pseudo-sequence DRB4_0103. The peptide sequence is ASFIYDGRLVDSIGS. The binding affinity (normalized) is 0.271.